This data is from Full USPTO retrosynthesis dataset with 1.9M reactions from patents (1976-2016). The task is: Predict the reactants needed to synthesize the given product. (1) Given the product [ClH:20].[NH:10]1[CH2:11][CH2:12][CH:7]([N:1]2[CH2:6][CH2:5][O:4][CH2:3][CH2:2]2)[CH2:8][CH2:9]1, predict the reactants needed to synthesize it. The reactants are: [N:1]1([CH:7]2[CH2:12][CH2:11][N:10](C(OC(C)(C)C)=O)[CH2:9][CH2:8]2)[CH2:6][CH2:5][O:4][CH2:3][CH2:2]1.[Cl:20]CCl. (2) Given the product [Cl:23][C:24]1[CH:29]=[CH:28][CH:27]=[CH:26][C:25]=1/[CH:30]=[CH:31]/[CH:32]=[C:68]1[CH2:69][CH2:70][N:65]([C:63]2[C:62]([N+:72]([O-:74])=[O:73])=[CH:61][CH:60]=[C:59]([CH3:58])[N:64]=2)[CH2:66][CH2:67]1, predict the reactants needed to synthesize it. The reactants are: C(OC(N1CCC(=C/C=C/C2C=CC=CC=2)CC1)=O)(C)(C)C.[Cl:23][C:24]1[CH:29]=[CH:28][CH:27]=[CH:26][C:25]=1/[CH:30]=[CH:31]/[CH2:32]P(OCC)(OCC)=O.C(P(=O)(OCC)OCC)C=CC1C=CC=CC=1.[CH3:58][C:59]1[N:64]=[C:63]([N:65]2[CH2:70][CH2:69][C:68](=O)[CH2:67][CH2:66]2)[C:62]([N+:72]([O-:74])=[O:73])=[CH:61][CH:60]=1.